This data is from Forward reaction prediction with 1.9M reactions from USPTO patents (1976-2016). The task is: Predict the product of the given reaction. (1) Given the reactants [P:1]([O:19][C:20]1[CH:25]=[CH:24][C:23]([N:26]([C:66]2[CH:67]=[C:68]3[CH:74]=[CH:73][N:72]([CH3:75])[C:69]3=[N:70][CH:71]=2)[C:27]([C:29]2[C:37]3[CH2:36][CH2:35][CH2:34][CH2:33][C:32]=3[N:31]([C:38]3[C:46]([C:47]([N:49]4[C@H:58]([CH2:59][N:60]5[CH2:65][CH2:64][O:63][CH2:62][CH2:61]5)[CH2:57][C:56]5[C:51](=[CH:52][CH:53]=[CH:54][CH:55]=5)[CH2:50]4)=[O:48])=[CH:45][C:41]4[O:42][CH2:43][O:44][C:40]=4[CH:39]=3)[CH:30]=2)=[O:28])=[CH:22][CH:21]=1)([O:11]CC1C=CC=CC=1)([O:3]CC1C=CC=CC=1)=[O:2].[OH-].[Na+:77], predict the reaction product. The product is: [P:1]([O-:3])([O-:11])([O:19][C:20]1[CH:21]=[CH:22][C:23]([N:26]([C:66]2[CH:67]=[C:68]3[CH:74]=[CH:73][N:72]([CH3:75])[C:69]3=[N:70][CH:71]=2)[C:27]([C:29]2[C:37]3[CH2:36][CH2:35][CH2:34][CH2:33][C:32]=3[N:31]([C:38]3[C:46]([C:47]([N:49]4[C@H:58]([CH2:59][N:60]5[CH2:61][CH2:62][O:63][CH2:64][CH2:65]5)[CH2:57][C:56]5[C:51](=[CH:52][CH:53]=[CH:54][CH:55]=5)[CH2:50]4)=[O:48])=[CH:45][C:41]4[O:42][CH2:43][O:44][C:40]=4[CH:39]=3)[CH:30]=2)=[O:28])=[CH:24][CH:25]=1)=[O:2].[Na+:77].[Na+:77]. (2) Given the reactants N1C2OCC(N)C=2C=CN=1.CO[N:13]=[C:14]1[C:22]2[C:17](=[CH:18][N:19]=[CH:20][C:21]=2[CH3:23])[O:16][CH2:15]1, predict the reaction product. The product is: [CH3:23][C:21]1[CH:20]=[N:19][CH:18]=[C:17]2[O:16][CH2:15][CH:14]([NH2:13])[C:22]=12. (3) Given the reactants [CH3:1][O:2][C:3](=[O:9])[CH2:4][CH2:5][CH:6]([OH:8])[CH3:7].[F:10][C:11]1[CH:16]=[C:15]([B:17]2[O:21][C:20]([CH3:23])([CH3:22])[C:19]([CH3:25])([CH3:24])[O:18]2)[CH:14]=[C:13]([F:26])[C:12]=1O.C1(P(C2C=CC=CC=2)C2C=CC=CC=2)C=CC=CC=1.N(C(OC(C)C)=O)=NC(OC(C)C)=O, predict the reaction product. The product is: [CH3:1][O:2][C:3](=[O:9])[CH2:4][CH2:5][CH:6]([O:8][C:12]1[C:13]([F:26])=[CH:14][C:15]([B:17]2[O:21][C:20]([CH3:22])([CH3:23])[C:19]([CH3:25])([CH3:24])[O:18]2)=[CH:16][C:11]=1[F:10])[CH3:7]. (4) Given the reactants [CH2:1]([O:8][C:9]1[C:10]([CH3:18])=[C:11]([CH2:16][OH:17])[CH:12]=[N:13][C:14]=1[CH3:15])[C:2]1[CH:7]=[CH:6][CH:5]=[CH:4][CH:3]=1, predict the reaction product. The product is: [CH2:1]([O:8][C:9]1[C:10]([CH3:18])=[C:11]([CH:16]=[O:17])[CH:12]=[N:13][C:14]=1[CH3:15])[C:2]1[CH:3]=[CH:4][CH:5]=[CH:6][CH:7]=1. (5) Given the reactants [F:1][C:2]1[CH:15]=[CH:14][CH:13]=[CH:12][C:3]=1[O:4][C:5]1[CH:10]=[CH:9][C:8](I)=[CH:7][CH:6]=1.[Li]CCCC.CC([O:24][B:25](OC(C)C)[O:26]C(C)C)C, predict the reaction product. The product is: [F:1][C:2]1[CH:15]=[CH:14][CH:13]=[CH:12][C:3]=1[O:4][C:5]1[CH:10]=[CH:9][C:8]([B:25]([OH:26])[OH:24])=[CH:7][CH:6]=1.